This data is from Forward reaction prediction with 1.9M reactions from USPTO patents (1976-2016). The task is: Predict the product of the given reaction. (1) Given the reactants Br[CH2:2][CH2:3][CH2:4][CH2:5][CH2:6][N:7]1[C:11]2[CH:12]=[CH:13][CH:14]=[CH:15][C:10]=2[N:9]([C:16]2[CH:21]=[CH:20][C:19]([F:22])=[CH:18][C:17]=2[F:23])[S:8]1(=[O:25])=[O:24].[CH3:26][NH2:27], predict the reaction product. The product is: [F:23][C:17]1[CH:18]=[C:19]([F:22])[CH:20]=[CH:21][C:16]=1[N:9]1[C:10]2[CH:15]=[CH:14][CH:13]=[CH:12][C:11]=2[N:7]([CH2:6][CH2:5][CH2:4][CH2:3][CH2:2][NH:27][CH3:26])[S:8]1(=[O:25])=[O:24]. (2) Given the reactants [NH2:1][C:2]1[C:3]([F:26])=[C:4]([C:8]2[N:9]=[C:10]([CH:20]3[CH2:25][CH2:24][O:23][CH2:22][CH2:21]3)[S:11][C:12]=2[C:13]2[CH:18]=[CH:17][N:16]=[C:15]([NH2:19])[N:14]=2)[CH:5]=[CH:6][CH:7]=1.[N:27]1[CH:32]=[CH:31][N:30]=[CH:29][C:28]=1[S:33]([O-:35])=[O:34].[Na+], predict the reaction product. The product is: [NH2:19][C:15]1[N:14]=[C:13]([C:12]2[S:11][C:10]([CH:20]3[CH2:21][CH2:22][O:23][CH2:24][CH2:25]3)=[N:9][C:8]=2[C:4]2[C:3]([F:26])=[C:2]([NH:1][S:33]([C:28]3[CH:29]=[N:30][CH:31]=[CH:32][N:27]=3)(=[O:35])=[O:34])[CH:7]=[CH:6][CH:5]=2)[CH:18]=[CH:17][N:16]=1. (3) Given the reactants [CH3:1][S:2](Cl)(=[O:4])=[O:3].[Br:6][C:7]1[CH:13]=[CH:12][C:10]([NH2:11])=[C:9]([CH2:14][CH3:15])[CH:8]=1.N1C=CC=CC=1, predict the reaction product. The product is: [Br:6][C:7]1[CH:13]=[CH:12][C:10]([NH:11][S:2]([CH3:1])(=[O:4])=[O:3])=[C:9]([CH2:14][CH3:15])[CH:8]=1. (4) Given the reactants [C:1]([C:5]1[CH:6]=[C:7]([NH:18][C:19]([NH:21][C@@H:22]2[C:31]3[C:26](=[CH:27][CH:28]=[CH:29][CH:30]=3)[C@H:25]([O:32][C:33]3[CH:34]=[CH:35][C:36]4[N:37]([C:39]([N:42]5[C@H:47]([CH3:48])[CH2:46][CH2:45][CH2:44][C@@H:43]5[CH3:49])=[N:40][N:41]=4)[CH:38]=3)[CH2:24][CH2:23]2)=[O:20])[N:8]([C:10]2[CH:15]=[CH:14][CH:13]=[C:12]([CH2:16][OH:17])[CH:11]=2)[N:9]=1)([CH3:4])([CH3:3])[CH3:2].CCN(C(C)C)C(C)C.[CH3:59][S:60](Cl)(=[O:62])=[O:61], predict the reaction product. The product is: [C:1]([C:5]1[CH:6]=[C:7]([NH:18][C:19]([NH:21][C@@H:22]2[C:31]3[C:26](=[CH:27][CH:28]=[CH:29][CH:30]=3)[C@H:25]([O:32][C:33]3[CH:34]=[CH:35][C:36]4[N:37]([C:39]([N:42]5[C@H:47]([CH3:48])[CH2:46][CH2:45][CH2:44][C@@H:43]5[CH3:49])=[N:40][N:41]=4)[CH:38]=3)[CH2:24][CH2:23]2)=[O:20])[N:8]([C:10]2[CH:11]=[C:12]([CH:13]=[CH:14][CH:15]=2)[CH2:16][O:17][S:60]([CH3:59])(=[O:62])=[O:61])[N:9]=1)([CH3:4])([CH3:2])[CH3:3]. (5) Given the reactants [C:1]([O:4][C:5]1[CH:13]=[CH:12][C:11]([NH2:14])=[CH:10][C:6]=1[C:7]([OH:9])=[O:8])(=[O:3])[CH3:2].[F:15][C:16]1[C:23]([F:24])=[C:22]([C:25]([F:28])([F:27])[F:26])[C:21]([F:29])=[C:20]([F:30])[C:17]=1[CH2:18]Br, predict the reaction product. The product is: [C:1]([O:4][C:5]1[CH:13]=[CH:12][C:11]([NH:14][CH2:18][C:17]2[C:20]([F:30])=[C:21]([F:29])[C:22]([C:25]([F:26])([F:28])[F:27])=[C:23]([F:24])[C:16]=2[F:15])=[CH:10][C:6]=1[C:7]([OH:9])=[O:8])(=[O:3])[CH3:2]. (6) Given the reactants Cl[C:2]1[C:3](=[O:18])[NH:4][C:5]2[C:10]([N:11]=1)=[CH:9][C:8]([C:12]([O:14][CH3:15])=[O:13])=[C:7]([O:16][CH3:17])[CH:6]=2.CC[N:21]([CH:25]([CH3:27])[CH3:26])[CH:22]([CH3:24])C.Cl.CN1CCCC1, predict the reaction product. The product is: [CH3:17][O:16][C:7]1[CH:6]=[C:5]2[C:10]([N:11]=[C:2]([N:21]3[CH2:22][CH2:24][CH2:27][C@@H:25]3[CH3:26])[C:3](=[O:18])[NH:4]2)=[CH:9][C:8]=1[C:12]([O:14][CH3:15])=[O:13]. (7) Given the reactants Br[CH2:2][C:3]1[CH:4]=[CH:5][C:6]2[N:7]=[C:8]([Cl:19])[N:9]=[C:10]([N:13]3[CH2:18][CH2:17][O:16][CH2:15][CH2:14]3)[C:11]=2[N:12]=1.[NH:20]1[CH2:23][CH:22]([N:24]2[CH2:29][CH2:28][C:27]([F:31])([F:30])[CH2:26][CH2:25]2)[CH2:21]1, predict the reaction product. The product is: [Cl:19][C:8]1[N:9]=[C:10]([N:13]2[CH2:18][CH2:17][O:16][CH2:15][CH2:14]2)[C:11]2[N:12]=[C:3]([CH2:2][N:20]3[CH2:23][CH:22]([N:24]4[CH2:29][CH2:28][C:27]([F:30])([F:31])[CH2:26][CH2:25]4)[CH2:21]3)[CH:4]=[CH:5][C:6]=2[N:7]=1. (8) The product is: [Br:1][C:2]1[CH:7]=[CH:6][C:5]([O:8][CH2:11][CH2:10][Br:9])=[CH:4][CH:3]=1. Given the reactants [Br:1][C:2]1[CH:7]=[CH:6][C:5]([OH:8])=[CH:4][CH:3]=1.[Br:9][CH:10](Br)[CH3:11].[OH-].[Na+], predict the reaction product. (9) The product is: [Cl:1][C:2]1[CH:9]=[CH:8][C:5]([CH2:6][N:20]2[CH2:4][CH2:3][CH:2]([CH2:9][C:10]([OH:11])=[O:13])[CH2:19][CH2:18]2)=[CH:4][CH:3]=1. Given the reactants [Cl:1][C:2]1[CH:9]=[CH:8][C:5]([CH2:6]Cl)=[CH:4][CH:3]=1.[C:10](=[O:13])([O-])[O-:11].[Na+].[Na+].[OH-].[Li+].[C:18](#[N:20])[CH3:19], predict the reaction product. (10) The product is: [CH2:16]([N:1]1[C:5]2[CH:6]=[CH:7][CH:8]=[CH:9][C:4]=2[N:3]=[CH:2]1)[C:17]1[CH:22]=[CH:21][CH:20]=[CH:19][CH:18]=1. Given the reactants [N:1]1[C:5]2[CH:6]=[CH:7][CH:8]=[CH:9][C:4]=2[NH:3][CH:2]=1.C(=O)([O-])[O-].[K+].[K+].[CH2:16](Cl)[C:17]1[CH:22]=[CH:21][CH:20]=[CH:19][CH:18]=1, predict the reaction product.